From a dataset of Reaction yield outcomes from USPTO patents with 853,638 reactions. Predict the reaction yield, written as a fraction of the theoretical maximum amount of product (1.0 means a 100% yield; for example, 0.34 means a 34% yield). (1) The reactants are C1(P(C2C=CC=CC=2)C2C=CC=CC=2)C=CC=CC=1.BrN1C(=O)CCC1=O.[CH:28]1([CH2:33][CH:34]([C:38]2[CH:43]=[CH:42][C:41]([C:44]([F:47])([F:46])[F:45])=[C:40]([F:48])[CH:39]=2)[C:35](O)=[O:36])[CH2:32][CH2:31][CH2:30][CH2:29]1.[NH2:49][C:50]1[CH:55]=[CH:54][CH:53]=[CH:52][N:51]=1. The catalyst is C(Cl)Cl. The product is [CH:28]1([CH2:33][CH:34]([C:38]2[CH:43]=[CH:42][C:41]([C:44]([F:46])([F:45])[F:47])=[C:40]([F:48])[CH:39]=2)[C:35]([NH:49][C:50]2[CH:55]=[CH:54][CH:53]=[CH:52][N:51]=2)=[O:36])[CH2:29][CH2:30][CH2:31][CH2:32]1. The yield is 0.450. (2) The reactants are [O:1]=[C:2]1[C:11]2[C:6](=[C:7]([C:12]([O:14][CH3:15])=[O:13])[CH:8]=[CH:9][CH:10]=2)[NH:5][CH:4]=[N:3]1.[I:16]N1C(=O)CCC1=O.C(=O)([O-])[O-].[K+].[K+]. The catalyst is S(=O)(=O)(O)O. The product is [I:16][C:9]1[CH:10]=[C:11]2[C:6](=[C:7]([C:12]([O:14][CH3:15])=[O:13])[CH:8]=1)[NH:5][CH:4]=[N:3][C:2]2=[O:1]. The yield is 0.560. (3) The reactants are C(NCC)C.CC(O)(C)C.Br[CH2:12][C:13]([C:15]1[CH:20]=[CH:19][C:18]([Br:21])=[CH:17][CH:16]=1)=[O:14].[Br:22][C:23]1[CH:28]=[CH:27][C:26]([C:29](=[O:31])[CH3:30])=[CH:25][CH:24]=1. The catalyst is C1C=CC=CC=1.[Cl-].[Zn+2].[Cl-]. The product is [Br:21][C:18]1[CH:19]=[CH:20][C:15]([C:13](=[O:14])[CH2:12][CH2:30][C:29]([C:26]2[CH:27]=[CH:28][C:23]([Br:22])=[CH:24][CH:25]=2)=[O:31])=[CH:16][CH:17]=1. The yield is 0.391. (4) The reactants are C[C:2]1(C)COC(CO[C:10]2[CH:15]=[CH:14]N=[C:12]([CH2:16]S(C3NC4C=CC=CC=4N=3)=O)[C:11]=2C)[O:4][CH2:3]1.[OH-].[Na+]. The catalyst is C(O)C. The product is [CH3:14][CH2:15][CH2:10][CH2:11][CH2:12][CH3:16].[CH2:3]([OH:4])[CH3:2]. The yield is 0.639.